Task: Predict which catalyst facilitates the given reaction.. Dataset: Catalyst prediction with 721,799 reactions and 888 catalyst types from USPTO Reactant: [F:1][C:2]1[CH:30]=[C:29]([N+:31]([O-:33])=[O:32])[CH:28]=[CH:27][C:3]=1[O:4][C:5]1[CH:10]=[CH:9][N:8]=[C:7]2[CH:11]=[C:12]([C:14]3[N:15]=[CH:16][N:17](COCC[Si](C)(C)C)[CH:18]=3)[S:13][C:6]=12.Cl. Product: [F:1][C:2]1[CH:30]=[C:29]([N+:31]([O-:33])=[O:32])[CH:28]=[CH:27][C:3]=1[O:4][C:5]1[CH:10]=[CH:9][N:8]=[C:7]2[CH:11]=[C:12]([C:14]3[N:15]=[CH:16][NH:17][CH:18]=3)[S:13][C:6]=12. The catalyst class is: 14.